This data is from Reaction yield outcomes from USPTO patents with 853,638 reactions. The task is: Predict the reaction yield, written as a fraction of the theoretical maximum amount of product (1.0 means a 100% yield; for example, 0.34 means a 34% yield). (1) The yield is 0.780. The product is [F:21][C:22]1[CH:23]=[C:24]([C@H:28]2[NH:33][C:32](=[S:2])[CH2:31][O:30][CH2:29]2)[CH:25]=[CH:26][CH:27]=1. The catalyst is C1COCC1. The reactants are P12(SP3(SP(SP(S3)(S1)=S)(=S)S2)=S)=[S:2].C([O-])([O-])=O.[Na+].[Na+].[F:21][C:22]1[CH:23]=[C:24]([C@H:28]2[NH:33][C:32](=O)[CH2:31][O:30][CH2:29]2)[CH:25]=[CH:26][CH:27]=1. (2) The reactants are C([N:4]1[C:12]2[C:7](=[CH:8][C:9]([C:13](Cl)=[O:14])=[CH:10][CH:11]=2)[C:6]([C:16]2[CH:21]=[CH:20][C:19]([F:22])=[CH:18][CH:17]=2)=[N:5]1)(=O)C.[NH2:23][CH2:24][C@@H:25]1[CH2:30][CH2:29][CH2:28][CH2:27][C@H:26]1[OH:31]. The catalyst is N1C=CC=CC=1. The product is [OH:31][C@@H:26]1[CH2:27][CH2:28][CH2:29][CH2:30][CH:25]1[CH2:24][NH:23][C:13]([C:9]1[CH:8]=[C:7]2[C:12](=[CH:11][CH:10]=1)[NH:4][N:5]=[C:6]2[C:16]1[CH:21]=[CH:20][C:19]([F:22])=[CH:18][CH:17]=1)=[O:14]. The yield is 0.690. (3) The reactants are [C:1]([C:3]1[C:4]([CH3:19])=[CH:5][C:6]([NH:11][C:12](=[O:18])[O:13][C:14]([CH3:17])([CH3:16])[CH3:15])=[N:7][C:8]=1[O:9][CH3:10])#[N:2]. The catalyst is CC(O)=O.C(O)C.[Ni]. The product is [NH2:2][CH2:1][C:3]1[C:4]([CH3:19])=[CH:5][C:6]([NH:11][C:12](=[O:18])[O:13][C:14]([CH3:15])([CH3:16])[CH3:17])=[N:7][C:8]=1[O:9][CH3:10]. The yield is 0.689. (4) The reactants are C1(S)C=CC=CC=1.C[O:9][C:10]1[CH:15]=[C:14]([N:16]2[CH:20]=[CH:19][CH:18]=[N:17]2)[CH:13]=[CH:12][C:11]=1[C:21]1[N:22]=[N:23][C:24]([O:27][CH:28]2[CH2:33][CH2:32][NH:31][CH2:30][CH2:29]2)=[CH:25][CH:26]=1.C([O-])([O-])=O.[K+].[K+]. The catalyst is CN1C(=O)CCC1. The product is [NH:31]1[CH2:32][CH2:33][CH:28]([O:27][C:24]2[N:23]=[N:22][C:21]([C:11]3[CH:12]=[CH:13][C:14]([N:16]4[CH:20]=[CH:19][CH:18]=[N:17]4)=[CH:15][C:10]=3[OH:9])=[CH:26][CH:25]=2)[CH2:29][CH2:30]1. The yield is 0.180. (5) The reactants are [CH3:1][N:2]([CH3:20])[CH2:3][CH2:4][CH2:5][O:6][C:7]1[CH:12]=[CH:11][C:10]([NH2:13])=[CH:9][C:8]=1[C:14]1[N:15]([CH3:19])[N:16]=[CH:17][CH:18]=1.[CH3:21][O:22][C:23]1[CH:28]=[CH:27][C:26]([N:29]=[C:30]=[O:31])=[CH:25][CH:24]=1. The catalyst is C(Cl)Cl. The yield is 0.900. The product is [CH3:20][N:2]([CH3:1])[CH2:3][CH2:4][CH2:5][O:6][C:7]1[CH:12]=[CH:11][C:10]([NH:13][C:30]([NH:29][C:26]2[CH:27]=[CH:28][C:23]([O:22][CH3:21])=[CH:24][CH:25]=2)=[O:31])=[CH:9][C:8]=1[C:14]1[N:15]([CH3:19])[N:16]=[CH:17][CH:18]=1.